From a dataset of Full USPTO retrosynthesis dataset with 1.9M reactions from patents (1976-2016). Predict the reactants needed to synthesize the given product. (1) Given the product [CH3:30][O:29][CH:12]([O:11][CH3:10])[C:13]1[CH:17]=[C:16]([C:18]2[CH:19]=[C:20]([C:24]([NH:27][S:4]([CH2:3][C:2]([F:9])([F:8])[F:1])(=[O:6])=[O:5])([CH3:26])[CH3:25])[CH:21]=[CH:22][CH:23]=2)[N:15]([CH3:28])[N:14]=1, predict the reactants needed to synthesize it. The reactants are: [F:1][C:2]([F:9])([F:8])[CH2:3][S:4](Cl)(=[O:6])=[O:5].[CH3:10][O:11][CH:12]([O:29][CH3:30])[C:13]1[CH:17]=[C:16]([C:18]2[CH:19]=[C:20]([C:24]([NH2:27])([CH3:26])[CH3:25])[CH:21]=[CH:22][CH:23]=2)[N:15]([CH3:28])[N:14]=1.CCN(CC)CC. (2) Given the product [OH:2][N:1]=[CH:3][C:5]1[C:14]2[C:9](=[CH:10][CH:11]=[CH:12][CH:13]=2)[C:8]([C:15]([O:17][CH3:18])=[O:16])=[CH:7][CH:6]=1, predict the reactants needed to synthesize it. The reactants are: [NH2:1][OH:2].[CH:3]([C:5]1[C:14]2[C:9](=[CH:10][CH:11]=[CH:12][CH:13]=2)[C:8]([C:15]([O:17][CH3:18])=[O:16])=[CH:7][CH:6]=1)=O. (3) Given the product [CH2:3]([O:10][C:11]([N:13]1[CH2:18][CH:17]([O:19][CH2:20][C:21]2[CH:22]=[CH:23][C:24]3[O:29][CH2:28][CH2:27][N:26]([CH2:30][CH2:31][CH2:32][O:33][CH3:34])[C:25]=3[CH:35]=2)[CH:16]([C:36]2[CH:41]=[CH:40][C:39]([O:42][CH3:43])=[CH:38][CH:37]=2)[CH:15]([O:44][C:47](=[O:48])[N:46]([CH3:50])[CH3:45])[CH2:14]1)=[O:12])[C:4]1[CH:9]=[CH:8][CH:7]=[CH:6][CH:5]=1, predict the reactants needed to synthesize it. The reactants are: [H-].[Na+].[CH2:3]([O:10][C:11]([N:13]1[CH2:18][CH:17]([O:19][CH2:20][C:21]2[CH:22]=[CH:23][C:24]3[O:29][CH2:28][CH2:27][N:26]([CH2:30][CH2:31][CH2:32][O:33][CH3:34])[C:25]=3[CH:35]=2)[CH:16]([C:36]2[CH:41]=[CH:40][C:39]([O:42][CH3:43])=[CH:38][CH:37]=2)[CH:15]([OH:44])[CH2:14]1)=[O:12])[C:4]1[CH:9]=[CH:8][CH:7]=[CH:6][CH:5]=1.[CH3:45][N:46]([CH3:50])[C:47](Cl)=[O:48]. (4) Given the product [ClH:29].[C:19]1([CH2:25][CH2:26][N:4]2[CH2:3][CH2:2][N:1]([C:7]3[C:12]([C:13]([O:15][CH:16]([CH3:18])[CH3:17])=[O:14])=[CH:11][CH:10]=[CH:9][N:8]=3)[CH2:6][CH2:5]2)[CH:24]=[CH:23][CH:22]=[CH:21][CH:20]=1, predict the reactants needed to synthesize it. The reactants are: [N:1]1([C:7]2[C:12]([C:13]([O:15][CH:16]([CH3:18])[CH3:17])=[O:14])=[CH:11][CH:10]=[CH:9][N:8]=2)[CH2:6][CH2:5][NH:4][CH2:3][CH2:2]1.[C:19]1([CH2:25][CH:26]=O)[CH:24]=[CH:23][CH:22]=[CH:21][CH:20]=1.O.[ClH:29]. (5) Given the product [C:22]1([CH:28]([C:32]2[CH:33]=[CH:34][CH:35]=[CH:36][CH:37]=2)[CH2:29][CH2:30][S:1][C:2]2[S:3][C:4]3[CH2:14][CH2:13][C:12]4[C:7](=[CH:8][CH:9]=[C:10]([O:15][CH2:16][C:17]([OH:19])=[O:18])[CH:11]=4)[C:5]=3[N:6]=2)[CH:27]=[CH:26][CH:25]=[CH:24][CH:23]=1, predict the reactants needed to synthesize it. The reactants are: [SH:1][C:2]1[S:3][C:4]2[CH2:14][CH2:13][C:12]3[C:7](=[CH:8][CH:9]=[C:10]([O:15][CH2:16][C:17]([O:19]CC)=[O:18])[CH:11]=3)[C:5]=2[N:6]=1.[C:22]1([CH:28]([C:32]2[CH:37]=[CH:36][CH:35]=[CH:34][CH:33]=2)[CH2:29][CH2:30]I)[CH:27]=[CH:26][CH:25]=[CH:24][CH:23]=1.